Dataset: Catalyst prediction with 721,799 reactions and 888 catalyst types from USPTO. Task: Predict which catalyst facilitates the given reaction. (1) Reactant: [C:1]([C:4]1[CH:9]=[N:8][N:7]2[CH:10]=[C:11]([C:13]#[CH:14])[CH:12]=[C:6]2[C:5]=1[NH:15][C@H:16]1[C@@H:20]([CH2:21][CH3:22])[CH2:19][N:18]([C:23]([O:25][C:26]([CH3:29])([CH3:28])[CH3:27])=[O:24])[CH2:17]1)(=[O:3])[NH2:2].C(N(CC)CC)C.[OH:37]/[N:38]=[C:39](\Cl)/[CH3:40]. Product: [C:1]([C:4]1[CH:9]=[N:8][N:7]2[CH:10]=[C:11]([C:13]3[O:37][N:38]=[C:39]([CH3:40])[CH:14]=3)[CH:12]=[C:6]2[C:5]=1[NH:15][C@H:16]1[C@@H:20]([CH2:21][CH3:22])[CH2:19][N:18]([C:23]([O:25][C:26]([CH3:28])([CH3:27])[CH3:29])=[O:24])[CH2:17]1)(=[O:3])[NH2:2]. The catalyst class is: 4. (2) Product: [F:1][C:2]1[C:6]2[CH:7]=[C:8]([F:28])[CH:9]=[C:10]([CH2:11][O:12][C:13]3[CH:18]=[CH:17][C:16]([CH2:19][CH2:20][C:21]([OH:23])=[O:22])=[C:15]([CH3:26])[C:14]=3[CH3:27])[C:5]=2[O:4][C:3]=1[CH3:29]. Reactant: [F:1][C:2]1[C:6]2[CH:7]=[C:8]([F:28])[CH:9]=[C:10]([CH2:11][O:12][C:13]3[CH:18]=[CH:17][C:16]([CH2:19][CH2:20][C:21]([O:23]CC)=[O:22])=[C:15]([CH3:26])[C:14]=3[CH3:27])[C:5]=2[O:4][C:3]=1[CH3:29].O1CCCC1.[OH-].[Li+]. The catalyst class is: 6. (3) Reactant: [CH3:1][C:2]1[O:8][CH:7]=[C:6]([OH:9])[C:4](=[O:5])[CH:3]=1.CN(C)C.[C:14](O[C:14](=[O:20])[CH2:15][CH2:16][CH2:17][CH2:18][CH3:19])(=[O:20])[CH2:15][CH2:16][CH2:17][CH2:18][CH3:19]. Product: [C:14]([O:9][C:6]1[C:4](=[O:5])[CH:3]=[C:2]([CH3:1])[O:8][CH:7]=1)(=[O:20])[CH2:15][CH2:16][CH2:17][CH2:18][CH3:19]. The catalyst class is: 1. (4) Reactant: [CH2:1]([O:3][C:4]([C:6]1[N:10]([CH2:11][C:12]2[CH:17]=[CH:16][C:15]([C:18]3[CH:23]=[CH:22][CH:21]=[CH:20][C:19]=3[C:24]3[N:28]([C:29]([C:42]4[CH:47]=[CH:46][CH:45]=[CH:44][CH:43]=4)([C:36]4[CH:41]=[CH:40][CH:39]=[CH:38][CH:37]=4)[C:30]4[CH:35]=[CH:34][CH:33]=[CH:32][CH:31]=4)[N:27]=[N:26][N:25]=3)=[CH:14][CH:13]=2)[C:9]([CH2:48][CH2:49][CH3:50])=[N:8][C:7]=1[CH:51]([S:53]C(=O)C)[CH3:52])=[O:5])[CH3:2].N1CCOCC1.SC[C@@H]([C@@H](CS)O)O. Product: [CH2:1]([O:3][C:4]([C:6]1[N:10]([CH2:11][C:12]2[CH:17]=[CH:16][C:15]([C:18]3[CH:23]=[CH:22][CH:21]=[CH:20][C:19]=3[C:24]3[N:28]([C:29]([C:42]4[CH:43]=[CH:44][CH:45]=[CH:46][CH:47]=4)([C:36]4[CH:37]=[CH:38][CH:39]=[CH:40][CH:41]=4)[C:30]4[CH:35]=[CH:34][CH:33]=[CH:32][CH:31]=4)[N:27]=[N:26][N:25]=3)=[CH:14][CH:13]=2)[C:9]([CH2:48][CH2:49][CH3:50])=[N:8][C:7]=1[CH:51]([SH:53])[CH3:52])=[O:5])[CH3:2]. The catalyst class is: 2. (5) Reactant: [NH2:1][C:2]1[CH:10]=[CH:9][C:5]([C:6]([OH:8])=[O:7])=[CH:4][C:3]=1[CH3:11].[C:12](Cl)([O:14][CH2:15][C:16]1[CH:21]=[CH:20][CH:19]=[CH:18][CH:17]=1)=[O:13].C(=O)([O-])O.[Na+].Cl. Product: [C:12]([NH:1][C:2]1[CH:10]=[CH:9][C:5]([C:6]([OH:8])=[O:7])=[CH:4][C:3]=1[CH3:11])([O:14][CH2:15][C:16]1[CH:21]=[CH:20][CH:19]=[CH:18][CH:17]=1)=[O:13]. The catalyst class is: 809.